Dataset: Reaction yield outcomes from USPTO patents with 853,638 reactions. Task: Predict the reaction yield, written as a fraction of the theoretical maximum amount of product (1.0 means a 100% yield; for example, 0.34 means a 34% yield). The reactants are [C@@H:1]1([O:12][C@@H:13]2[C@@H:40]([CH2:41][OH:42])[O:39][C@@H:16]([O:17][CH2:18][CH2:19][O:20][CH2:21][CH2:22][O:23][CH2:24][CH2:25][O:26][CH2:27][CH2:28][O:29][CH2:30][CH2:31][O:32][CH2:33][CH2:34][O:35][CH2:36][CH:37]=[CH2:38])[C@H:15]([OH:43])[C@H:14]2[OH:44])[O:9][C@H:8]([CH2:10][OH:11])[C@H:6]([OH:7])[C@H:4]([OH:5])[C@H:2]1[OH:3].C1N(CCO)CCN(CCS(O)(=O)=O)C1.C(S)[C@@H](O)[C@H](O)CS.C1C(=O)NC(=O)N([C@@H]2O[C@H](COP(OP(O[C@H:91]3[O:96][C@H:95]([CH2:97][OH:98])[C@@H:94]([OH:99])[C@H:93]([OH:100])[C@H:92]3[OH:101])(O)=O)(O)=O)[C@@H](O)[C@H]2O)C=1. The catalyst is O. The product is [C@H:91]1([O:7][C@H:6]2[C@@H:8]([CH2:10][OH:11])[O:9][C@@H:1]([O:12][C@@H:13]3[C@@H:40]([CH2:41][OH:42])[O:39][C@@H:16]([O:17][CH2:18][CH2:19][O:20][CH2:21][CH2:22][O:23][CH2:24][CH2:25][O:26][CH2:27][CH2:28][O:29][CH2:30][CH2:31][O:32][CH2:33][CH2:34][O:35][CH2:36][CH:37]=[CH2:38])[C@H:15]([OH:43])[C@H:14]3[OH:44])[C@H:2]([OH:3])[C@H:4]2[OH:5])[O:96][C@H:95]([CH2:97][OH:98])[C@H:94]([OH:99])[C@H:93]([OH:100])[C@H:92]1[OH:101]. The yield is 0.750.